Dataset: Peptide-MHC class I binding affinity with 185,985 pairs from IEDB/IMGT. Task: Regression. Given a peptide amino acid sequence and an MHC pseudo amino acid sequence, predict their binding affinity value. This is MHC class I binding data. The peptide sequence is RYLKDQQLL. The MHC is HLA-B54:01 with pseudo-sequence HLA-B54:01. The binding affinity (normalized) is 0.